The task is: Regression. Given a peptide amino acid sequence and an MHC pseudo amino acid sequence, predict their binding affinity value. This is MHC class II binding data.. This data is from Peptide-MHC class II binding affinity with 134,281 pairs from IEDB. (1) The peptide sequence is LIGLRIVFAVLSIVNRVRQG. The MHC is DRB1_1201 with pseudo-sequence DRB1_1201. The binding affinity (normalized) is 0.287. (2) The peptide sequence is FTQTMKGVERLAVMG. The MHC is DRB3_0301 with pseudo-sequence DRB3_0301. The binding affinity (normalized) is 0.525. (3) The peptide sequence is ILDLCYQLSMRIANQ. The MHC is DRB1_0405 with pseudo-sequence DRB1_0405. The binding affinity (normalized) is 0.554. (4) The MHC is HLA-DQA10501-DQB10402 with pseudo-sequence HLA-DQA10501-DQB10402. The binding affinity (normalized) is 0.522. The peptide sequence is ERTVRVLDTVEKWLA. (5) The peptide sequence is EKKYPAATQFEPLAA. The MHC is DRB1_0701 with pseudo-sequence DRB1_0701. The binding affinity (normalized) is 0.197.